Dataset: Reaction yield outcomes from USPTO patents with 853,638 reactions. Task: Predict the reaction yield, written as a fraction of the theoretical maximum amount of product (1.0 means a 100% yield; for example, 0.34 means a 34% yield). (1) The reactants are [CH2:1]([NH:8][C@H:9]([CH3:16])[CH2:10][O:11][CH2:12][C:13](Cl)=[O:14])[C:2]1[CH:7]=[CH:6][CH:5]=[CH:4][CH:3]=1.CC(C)([O-])C.[Na+]. The catalyst is C(O)(C)(C)C. The product is [CH2:1]([N:8]1[C@H:9]([CH3:16])[CH2:10][O:11][CH2:12][C:13]1=[O:14])[C:2]1[CH:7]=[CH:6][CH:5]=[CH:4][CH:3]=1. The yield is 0.630. (2) The reactants are [NH2:1][C:2]1([C@@H:5]2[CH2:9][CH2:8][N:7]([CH:10]([C:17]3[CH:22]=[CH:21][CH:20]=[CH:19][CH:18]=3)[C:11]3[CH:16]=[CH:15][CH:14]=[CH:13][CH:12]=3)[CH2:6]2)[CH2:4][CH2:3]1.[OH-].[Na+].[C:25](O[C:25]([O:27][C:28]([CH3:31])([CH3:30])[CH3:29])=[O:26])([O:27][C:28]([CH3:31])([CH3:30])[CH3:29])=[O:26]. The catalyst is C(O)(C)(C)C. The product is [C:28]([O:27][C:25]([NH:1][C:2]1([C@@H:5]2[CH2:9][CH2:8][N:7]([CH:10]([C:17]3[CH:22]=[CH:21][CH:20]=[CH:19][CH:18]=3)[C:11]3[CH:12]=[CH:13][CH:14]=[CH:15][CH:16]=3)[CH2:6]2)[CH2:4][CH2:3]1)=[O:26])([CH3:31])([CH3:30])[CH3:29]. The yield is 0.740. (3) The reactants are [C:1]([O:5][C:6](=[O:15])[CH2:7]/[N:8]=[CH:9]/[CH2:10][C:11]([CH3:14])([CH3:13])[CH3:12])([CH3:4])([CH3:3])[CH3:2].[Br:16][C:17]1[C:18]([F:35])=[C:19](/[CH:23]=[C:24](/[C:27]2[CH:32]=[CH:31][C:30]([Cl:33])=[CH:29][C:28]=2[F:34])\[C:25]#[N:26])[CH:20]=[CH:21][CH:22]=1.C(N(CC)CC)C. The catalyst is ClCCl. The product is [C:1]([O:5][C:6]([CH:7]1[CH:23]([C:19]2[CH:20]=[CH:21][CH:22]=[C:17]([Br:16])[C:18]=2[F:35])[C:24]([C:27]2[CH:32]=[CH:31][C:30]([Cl:33])=[CH:29][C:28]=2[F:34])([C:25]#[N:26])[CH:9]([CH2:10][C:11]([CH3:14])([CH3:13])[CH3:12])[NH:8]1)=[O:15])([CH3:4])([CH3:3])[CH3:2]. The yield is 0.540. (4) The reactants are [Br:1][C:2]1[C:3]([NH:10][CH2:11][CH3:12])=[C:4]([NH2:9])[C:5]([Cl:8])=[N:6][CH:7]=1.Cl.CN(C)CCCN=C=NCC.[C:25]([CH2:27][C:28](O)=[O:29])#[N:26].CN1CCOCC1. The catalyst is C(Cl)Cl. The product is [Br:1][C:2]1[C:3]([NH:10][CH2:11][CH3:12])=[C:4]([NH:9][C:28](=[O:29])[CH2:27][C:25]#[N:26])[C:5]([Cl:8])=[N:6][CH:7]=1. The yield is 0.760. (5) The reactants are [C:1]([C:3]1[CH:4]=[C:5]([C:9]2[CH:10]=[CH:11][C:12]3[O:16][C:15]([C:17]4[CH:22]=[CH:21][C:20]([F:23])=[CH:19][CH:18]=4)=[C:14]([C:24]([NH:26][CH3:27])=[O:25])[C:13]=3[CH:28]=2)[CH:6]=[CH:7][CH:8]=1)#[N:2].N[C@@H:30]([C:33]1[CH:38]=[CH:37][CH:36]=[CH:35][CH:34]=1)[CH2:31][OH:32]. The catalyst is C1(Cl)C=CC=CC=1.[Cl-].[Zn+2].[Cl-]. The product is [F:23][C:20]1[CH:21]=[CH:22][C:17]([C:15]2[O:16][C:12]3[CH:11]=[CH:10][C:9]([C:5]4[CH:6]=[CH:7][CH:8]=[C:3]([C:1]5[O:32][CH2:31][C@H:30]([C:33]6[CH:38]=[CH:37][CH:36]=[CH:35][CH:34]=6)[N:2]=5)[CH:4]=4)=[CH:28][C:13]=3[C:14]=2[C:24]([NH:26][CH3:27])=[O:25])=[CH:18][CH:19]=1. The yield is 0.230.